Dataset: Peptide-MHC class I binding affinity with 185,985 pairs from IEDB/IMGT. Task: Regression. Given a peptide amino acid sequence and an MHC pseudo amino acid sequence, predict their binding affinity value. This is MHC class I binding data. (1) The peptide sequence is ATDFKFAMY. The MHC is HLA-A69:01 with pseudo-sequence HLA-A69:01. The binding affinity (normalized) is 0.0847. (2) The peptide sequence is GLKRGGVLL. The MHC is HLA-A26:01 with pseudo-sequence HLA-A26:01. The binding affinity (normalized) is 0.0847.